Dataset: Reaction yield outcomes from USPTO patents with 853,638 reactions. Task: Predict the reaction yield, written as a fraction of the theoretical maximum amount of product (1.0 means a 100% yield; for example, 0.34 means a 34% yield). (1) The yield is 0.164. The catalyst is C(Cl)(Cl)Cl.[Pd].C1(P(C2C=CC=CC=2)C2C=CC=CC=2)C=CC=CC=1.C1(P(C2C=CC=CC=2)C2C=CC=CC=2)C=CC=CC=1.C1(P(C2C=CC=CC=2)C2C=CC=CC=2)C=CC=CC=1.C1(P(C2C=CC=CC=2)C2C=CC=CC=2)C=CC=CC=1. The reactants are [C:1](=O)([O-])[O-].[K+].[K+].Cl[C:8]1[C:13]2[CH:14]=[C:15]([N:17]3[CH2:21][CH2:20][N:19]([C:22]4[CH:23]=[N:24][CH:25]=[CH:26][C:27]=4[CH3:28])[C:18]3=[O:29])[S:16][C:12]=2[CH:11]=[CH:10][N:9]=1.CB(O)O.CO. The product is [CH3:28][C:27]1[CH:26]=[CH:25][N:24]=[CH:23][C:22]=1[N:19]1[CH2:20][CH2:21][N:17]([C:15]2[S:16][C:8]3[N:9]=[CH:10][CH:11]=[C:12]([CH3:1])[C:13]=3[CH:14]=2)[C:18]1=[O:29]. (2) The reactants are [F:1][C:2]1[CH:7]=[CH:6][CH:5]=[C:4]([F:8])[C:3]=1[N:9]1[C:14]2[N:15]=[C:16](S(C)=O)[N:17]=[C:18]([C:19]3[CH:20]=[C:21]([CH:32]=[CH:33][C:34]=3[CH3:35])[C:22]([NH:24][C:25]3[CH:30]=[CH:29][C:28]([F:31])=[CH:27][CH:26]=3)=[O:23])[C:13]=2[CH:12]=[CH:11][C:10]1=[O:39].[CH3:40][N:41]([CH3:45])[CH2:42][CH2:43][NH2:44]. The catalyst is C(Cl)Cl. The product is [F:1][C:2]1[CH:7]=[CH:6][CH:5]=[C:4]([F:8])[C:3]=1[N:9]1[C:14]2[N:15]=[C:16]([NH:44][CH2:43][CH2:42][N:41]([CH3:45])[CH3:40])[N:17]=[C:18]([C:19]3[CH:20]=[C:21]([CH:32]=[CH:33][C:34]=3[CH3:35])[C:22]([NH:24][C:25]3[CH:30]=[CH:29][C:28]([F:31])=[CH:27][CH:26]=3)=[O:23])[C:13]=2[CH:12]=[CH:11][C:10]1=[O:39]. The yield is 0.720. (3) The reactants are [N+:1]([C:4]1[CH:9]=[C:8]([C:10]([CH3:13])([CH3:12])[CH3:11])[CH:7]=[C:6]([N+:14]([O-])=O)[C:5]=1[S:17][CH2:18][CH2:19][NH:20][C:21]([O:23][C:24]([CH3:27])([CH3:26])[CH3:25])=[O:22])([O-])=O.C([O-])(=O)C.[Na+]. The catalyst is CCO. The product is [NH2:14][C:6]1[CH:7]=[C:8]([C:10]([CH3:13])([CH3:12])[CH3:11])[CH:9]=[C:4]([NH2:1])[C:5]=1[S:17][CH2:18][CH2:19][NH:20][C:21]([O:23][C:24]([CH3:27])([CH3:26])[CH3:25])=[O:22]. The yield is 0.930. (4) The reactants are [CH3:1][O:2][C:3](=[O:23])[NH:4][CH:5]([C:9]([N:11]1[CH2:15][CH2:14][CH2:13][CH:12]1[C:16]1[NH:17][C:18]([C:21]#[CH:22])=[CH:19][N:20]=1)=[O:10])[CH:6]([CH3:8])[CH3:7].[Br:24][C:25]1[CH:30]=[CH:29][C:28](Br)=[CH:27][CH:26]=1.C(N(CC)CC)C. The catalyst is CN(C=O)C.C1C=CC([P]([Pd]([P](C2C=CC=CC=2)(C2C=CC=CC=2)C2C=CC=CC=2)([P](C2C=CC=CC=2)(C2C=CC=CC=2)C2C=CC=CC=2)[P](C2C=CC=CC=2)(C2C=CC=CC=2)C2C=CC=CC=2)(C2C=CC=CC=2)C2C=CC=CC=2)=CC=1.[Cu]I. The product is [CH3:1][O:2][C:3](=[O:23])[NH:4][CH:5]([C:9]([N:11]1[CH2:15][CH2:14][CH2:13][CH:12]1[C:16]1[NH:17][C:18]([C:21]#[C:22][C:28]2[CH:29]=[CH:30][C:25]([Br:24])=[CH:26][CH:27]=2)=[CH:19][N:20]=1)=[O:10])[CH:6]([CH3:8])[CH3:7]. The yield is 0.510.